Dataset: Forward reaction prediction with 1.9M reactions from USPTO patents (1976-2016). Task: Predict the product of the given reaction. (1) The product is: [Br:1][C:2]1[CH:10]=[CH:9][C:8]([C:11]([NH2:20])=[O:13])=[C:7]2[C:3]=1[CH:4]=[CH:5][NH:6]2. Given the reactants [Br:1][C:2]1[CH:10]=[CH:9][C:8]([C:11]([OH:13])=O)=[C:7]2[C:3]=1[CH:4]=[CH:5][NH:6]2.C1C=CC2N(O)N=[N:20]C=2C=1, predict the reaction product. (2) Given the reactants [F:1][C:2]([F:16])([F:15])[C:3]1[C:10]([C:11]([F:14])([F:13])[F:12])=[CH:9][CH:8]=[CH:7][C:4]=1[C:5]#[N:6].Cl, predict the reaction product. The product is: [F:1][C:2]([F:15])([F:16])[C:3]1[C:10]([C:11]([F:12])([F:13])[F:14])=[CH:9][CH:8]=[CH:7][C:4]=1[CH2:5][NH2:6]. (3) Given the reactants [Cl:1][C:2]1[CH:17]=[CH:16][CH:15]=[CH:14][C:3]=1[CH2:4][O:5][C:6]1[CH:11]=[CH:10][CH:9]=[CH:8][C:7]=1[CH2:12]O.[BrH:18].[C:19]1([PH+:25]([C:32]2[CH:37]=[CH:36][CH:35]=[CH:34][CH:33]=2)[C:26]2[CH:31]=[CH:30][CH:29]=[CH:28][CH:27]=2)[CH:24]=[CH:23][CH:22]=[CH:21][CH:20]=1, predict the reaction product. The product is: [Br-:18].[Cl:1][C:2]1[CH:17]=[CH:16][CH:15]=[CH:14][C:3]=1[CH2:4][O:5][C:6]1[CH:11]=[CH:10][CH:9]=[CH:8][C:7]=1[CH2:12][P+:25]([C:26]1[CH:27]=[CH:28][CH:29]=[CH:30][CH:31]=1)([C:32]1[CH:37]=[CH:36][CH:35]=[CH:34][CH:33]=1)[C:19]1[CH:20]=[CH:21][CH:22]=[CH:23][CH:24]=1. (4) Given the reactants [NH2:1][C:2]1[CH:3]=[C:4]([C:8]2[C:17]3[C:12](=[C:13]([C:18]([F:21])([F:20])[F:19])[CH:14]=[CH:15][CH:16]=3)[N:11]=[CH:10][C:9]=2[C:22]([C:24]2[CH:29]=[CH:28][CH:27]=[CH:26][CH:25]=2)=[O:23])[CH:5]=[CH:6][CH:7]=1.NC1C=CC=CC=1.[CH:37]1[N:41]=[CH:40][N:39]([C:42](N2C=NC=C2)=[NH:43])[CH:38]=1, predict the reaction product. The product is: [C:22]([C:9]1[CH:10]=[N:11][C:12]2[C:17]([C:8]=1[C:4]1[CH:3]=[C:2]([NH:1][C:42]([N:39]3[CH:38]=[CH:37][N:41]=[CH:40]3)=[NH:43])[CH:7]=[CH:6][CH:5]=1)=[CH:16][CH:15]=[CH:14][C:13]=2[C:18]([F:21])([F:19])[F:20])(=[O:23])[C:24]1[CH:25]=[CH:26][CH:27]=[CH:28][CH:29]=1. (5) The product is: [CH3:21][C@H:13]1[C:14]2[C:19]([CH:38]3[CH2:28][CH2:29][CH2:30][N:24]([C:31]([O:33][C:34]([CH3:37])([CH3:36])[CH3:35])=[O:32])[CH2:25][CH2:26]3)=[N:18][CH:17]=[N:16][C:15]=2[C@H:11]([O:10][C:8](=[O:9])[C:7]2[CH:22]=[CH:23][C:4]([N+:1]([O-:3])=[O:2])=[CH:5][CH:6]=2)[CH2:12]1. Given the reactants [N+:1]([C:4]1[CH:23]=[CH:22][C:7]([C:8]([O:10][C@H:11]2[C:15]3[N:16]=[CH:17][N:18]=[C:19](Cl)[C:14]=3[C@H:13]([CH3:21])[CH2:12]2)=[O:9])=[CH:6][CH:5]=1)([O-:3])=[O:2].[N:24]1([C:31]([O:33][C:34]([CH3:37])([CH3:36])[CH3:35])=[O:32])[CH2:30][CH2:29][CH2:28]N[CH2:26][CH2:25]1.[CH:38](N(CC)C(C)C)(C)C, predict the reaction product. (6) Given the reactants [C:1]([OH:10])(=O)[C:2]1[C:3](=[CH:5][CH:6]=[CH:7][CH:8]=1)[OH:4].C(Cl)(=O)C(Cl)=O.C([N:19]([CH2:22][CH3:23])CC)C.C(Cl)(=O)C1C=[CH:29][C:28]([O:31][CH3:32])=[CH:27][CH:26]=1, predict the reaction product. The product is: [CH3:32][O:31][C:28]1[CH:29]=[CH:23][C:22]([NH:19][C:1](=[O:10])[C:2]2[CH:8]=[CH:7][CH:6]=[CH:5][C:3]=2[OH:4])=[CH:26][CH:27]=1. (7) Given the reactants [C:1]([O:5][C:6]([N:8]1[CH2:13][CH2:12][N:11]([C:14]([C:16]2[N:20]3[N:21]=[CH:22][C:23]([C:25](=[O:30])N(OC)C)=[CH:24][C:19]3=[C:18]([C:31]3[CH:36]=[CH:35][CH:34]=[CH:33][CH:32]=3)[C:17]=2[CH2:37][C:38]2[CH:43]=[CH:42][CH:41]=[C:40]([F:44])[C:39]=2[CH3:45])=[O:15])[CH2:10][CH2:9]1)=[O:7])([CH3:4])([CH3:3])[CH3:2].[H-].C(O[Al](OC(C)(C)C)OC(C)(C)C)(C)(C)C.[Li+].S([O-])(O)(=O)=O.[K+], predict the reaction product. The product is: [C:1]([O:5][C:6]([N:8]1[CH2:9][CH2:10][N:11]([C:14]([C:16]2[N:20]3[N:21]=[CH:22][C:23]([CH:25]=[O:30])=[CH:24][C:19]3=[C:18]([C:31]3[CH:32]=[CH:33][CH:34]=[CH:35][CH:36]=3)[C:17]=2[CH2:37][C:38]2[CH:43]=[CH:42][CH:41]=[C:40]([F:44])[C:39]=2[CH3:45])=[O:15])[CH2:12][CH2:13]1)=[O:7])([CH3:4])([CH3:3])[CH3:2].